Task: Predict which catalyst facilitates the given reaction.. Dataset: Catalyst prediction with 721,799 reactions and 888 catalyst types from USPTO (1) Reactant: [CH2:1]([O:8][C:9]1[CH:14]=[C:13]([O:15][CH2:16][C:17]2[CH:22]=[CH:21][CH:20]=[CH:19][CH:18]=2)[CH:12]=[CH:11][C:10]=1[C:23]1[NH:27][C:26]2[CH:28]=[C:29]([C:31]([O:33][CH3:34])=[O:32])[S:30][C:25]=2[C:24]=1[CH:35]1[CH2:40][CH2:39][CH2:38][CH2:37][CH2:36]1)[C:2]1[CH:7]=[CH:6][CH:5]=[CH:4][CH:3]=1.[H-].[Na+].Br[CH2:44][CH2:45][O:46][CH2:47][C:48]1[CH:53]=[CH:52][CH:51]=[CH:50][CH:49]=1.C(OCC)(=O)C. Product: [CH2:47]([O:46][CH2:45][CH2:44][N:27]1[C:23]([C:10]2[CH:11]=[CH:12][C:13]([O:15][CH2:16][C:17]3[CH:22]=[CH:21][CH:20]=[CH:19][CH:18]=3)=[CH:14][C:9]=2[O:8][CH2:1][C:2]2[CH:7]=[CH:6][CH:5]=[CH:4][CH:3]=2)=[C:24]([CH:35]2[CH2:40][CH2:39][CH2:38][CH2:37][CH2:36]2)[C:25]2[S:30][C:29]([C:31]([O:33][CH3:34])=[O:32])=[CH:28][C:26]1=2)[C:48]1[CH:53]=[CH:52][CH:51]=[CH:50][CH:49]=1. The catalyst class is: 9. (2) Reactant: FC1C=CC=C(CCC)C=1.[F:11][C:12]1[CH:17]=[C:16]([CH2:18][CH2:19][CH3:20])[CH:15]=[CH:14][C:13]=1[I:21].C([Li])(CC)C.C([Li])CCC.II. Product: [F:11][C:12]1[CH:17]=[C:16]([CH2:18][CH2:19][CH3:20])[CH:15]=[CH:14][C:13]=1[I:21]. The catalyst class is: 7.